Dataset: Forward reaction prediction with 1.9M reactions from USPTO patents (1976-2016). Task: Predict the product of the given reaction. (1) Given the reactants [OH:1][C:2]1[CH:11]=[CH:10][C:9]([S:12]([N:15]2[CH2:20][CH2:19][N:18]([CH2:21][CH2:22][OH:23])[CH2:17][CH2:16]2)(=[O:14])=[O:13])=[CH:8][C:3]=1[C:4]([O:6][CH3:7])=[O:5].C([O-])([O-])=O.[K+].[K+].Br[CH2:31][CH2:32][CH3:33], predict the reaction product. The product is: [OH:23][CH2:22][CH2:21][N:18]1[CH2:19][CH2:20][N:15]([S:12]([C:9]2[CH:8]=[C:3]([C:2]([O:1][CH2:31][CH2:32][CH3:33])=[CH:11][CH:10]=2)[C:4]([O:6][CH3:7])=[O:5])(=[O:14])=[O:13])[CH2:16][CH2:17]1. (2) The product is: [Cl:13][C:14]1[CH:15]=[C:16](/[CH:21]=[CH:22]/[S:23]([NH:1][C:2]2[CH:7]=[C:6]([CH3:8])[CH:5]=[CH:4][C:3]=2[S:9]([NH2:12])(=[O:10])=[O:11])(=[O:25])=[O:24])[CH:17]=[CH:18][C:19]=1[Cl:20]. Given the reactants [NH2:1][C:2]1[CH:7]=[C:6]([CH3:8])[CH:5]=[CH:4][C:3]=1[S:9]([NH2:12])(=[O:11])=[O:10].[Cl:13][C:14]1[CH:15]=[C:16](/[CH:21]=[CH:22]/[S:23](Cl)(=[O:25])=[O:24])[CH:17]=[CH:18][C:19]=1[Cl:20], predict the reaction product. (3) The product is: [OH:1][C:2]1[CH:3]=[CH:4][C:5]([CH:16]=[O:17])=[CH:6][CH:7]=1. Given the reactants [OH:1][C:2]1[CH:7]=[CH:6][C:5](NCC(O)=O)=[CH:4][CH:3]=1.O.O.N1C2C(=CC(S([O-])(=O)=O)=CC=2)C(=O)[C:16]1=[O:17].[Na+].CC(OC)(C)C, predict the reaction product. (4) Given the reactants [C:1]([O:5][C:6]([NH:8][C:9]1[C:14]([C:15]([OH:17])=O)=[CH:13][N:12]=[CH:11][CH:10]=1)=[O:7])([CH3:4])([CH3:3])[CH3:2].C(C1NC=CN=1)(C1[NH:21]C=CN=1)=O.C(Cl)Cl.CO, predict the reaction product. The product is: [NH2:8][C:9]1[C:14]([C:15]([NH2:21])=[O:17])=[CH:13][N:12]=[CH:11][CH:10]=1.[C:1]([O:5][C:6](=[O:7])[NH:8][C:9]1[CH:10]=[CH:11][N:12]=[CH:13][C:14]=1[C:15](=[O:17])[NH2:21])([CH3:4])([CH3:3])[CH3:2]. (5) Given the reactants [C:1]([NH:6][C:7]1[CH:12]=[C:11]([O:13][C:14]2[CH:19]=[CH:18][C:17]([NH:20][C:21](=[O:29])OC3C=CC=CC=3)=[CH:16][CH:15]=2)[CH:10]=[CH:9][N:8]=1)(=[O:5])[CH2:2][CH2:3][CH3:4].[CH:30]1([NH2:33])[CH2:32][CH2:31]1.C(N(CC)CC)C, predict the reaction product. The product is: [C:1]([NH:6][C:7]1[CH:12]=[C:11]([O:13][C:14]2[CH:15]=[CH:16][C:17]([NH:20][C:21]([NH:33][CH:30]3[CH2:32][CH2:31]3)=[O:29])=[CH:18][CH:19]=2)[CH:10]=[CH:9][N:8]=1)(=[O:5])[CH2:2][CH2:3][CH3:4]. (6) Given the reactants [CH2:1]([N:5]([CH2:22][C:23]1[CH:34]=[CH:33][C:26]([O:27][CH2:28][C:29]([O:31]C)=[O:30])=[C:25]([CH3:35])[CH:24]=1)[C:6]1[CH:11]=[CH:10][CH:9]=[C:8]([C:12]2[CH:17]=[CH:16][C:15]([C:18]([F:21])([F:20])[F:19])=[CH:14][CH:13]=2)[N:7]=1)[CH2:2][CH2:3][CH3:4].[OH-].[Na+], predict the reaction product. The product is: [CH2:1]([N:5]([CH2:22][C:23]1[CH:34]=[CH:33][C:26]([O:27][CH2:28][C:29]([OH:31])=[O:30])=[C:25]([CH3:35])[CH:24]=1)[C:6]1[CH:11]=[CH:10][CH:9]=[C:8]([C:12]2[CH:13]=[CH:14][C:15]([C:18]([F:20])([F:19])[F:21])=[CH:16][CH:17]=2)[N:7]=1)[CH2:2][CH2:3][CH3:4]. (7) Given the reactants [Cl:1][C:2]1[C:3]([O:12][C:13]2[CH:18]=[C:17]([O:19][CH2:20][CH2:21][O:22][CH3:23])[CH:16]=[CH:15][C:14]=2[CH2:24][CH2:25][CH2:26][C:27](O)=[O:28])=[N:4][CH:5]=[C:6]([C:8]([F:11])([F:10])[F:9])[CH:7]=1.[CH2:30]([S:35]([NH2:38])(=[O:37])=[O:36])[CH2:31][CH2:32][CH2:33][CH3:34].N12CCCN=C1CCCCC2, predict the reaction product. The product is: [Cl:1][C:2]1[C:3]([O:12][C:13]2[CH:18]=[C:17]([O:19][CH2:20][CH2:21][O:22][CH3:23])[CH:16]=[CH:15][C:14]=2[CH2:24][CH2:25][CH2:26][C:27]([NH:38][S:35]([CH2:30][CH2:31][CH2:32][CH2:33][CH3:34])(=[O:37])=[O:36])=[O:28])=[N:4][CH:5]=[C:6]([C:8]([F:9])([F:11])[F:10])[CH:7]=1.